This data is from Forward reaction prediction with 1.9M reactions from USPTO patents (1976-2016). The task is: Predict the product of the given reaction. (1) The product is: [OH:6][C@H:5]([CH2:4][OH:3])[CH2:7][CH2:8][NH:9][C:10]([CH:12]1[CH:16]([C:17]2[CH:22]=[CH:21][CH:20]=[C:19]([Cl:23])[C:18]=2[F:24])[C:15]([C:27]2[CH:32]=[CH:31][C:30]([Cl:33])=[CH:29][C:28]=2[F:34])([C:25]#[N:26])[CH:14]([CH2:35][C:36]([CH3:41])([CH3:40])[CH2:37][CH2:38][NH:39][S:51]([CH3:50])(=[O:53])=[O:52])[NH:13]1)=[O:11]. Given the reactants CC1(C)[O:6][C@@H:5]([CH2:7][CH2:8][NH:9][C:10]([CH:12]2[CH:16]([C:17]3[CH:22]=[CH:21][CH:20]=[C:19]([Cl:23])[C:18]=3[F:24])[C:15]([C:27]3[CH:32]=[CH:31][C:30]([Cl:33])=[CH:29][C:28]=3[F:34])([C:25]#[N:26])[CH:14]([CH2:35][C:36]([CH3:41])([CH3:40])[CH2:37][CH2:38][NH2:39])[NH:13]2)=[O:11])[CH2:4][O:3]1.C(N(CC)CC)C.[CH3:50][S:51](Cl)(=[O:53])=[O:52].Cl, predict the reaction product. (2) Given the reactants [CH2:1]([N:3]([CH2:38][CH3:39])[CH2:4][CH2:5][CH2:6][NH:7][C:8]1[N:9]=[C:10]([C:27]2[CH:28]=[C:29]([CH:33]=[C:34]([F:37])[C:35]=2[CH3:36])[C:30]([OH:32])=O)[C:11]2[CH:17]=[CH:16][C:15](=[O:18])[N:14]([C:19]3[C:24]([F:25])=[CH:23][CH:22]=[CH:21][C:20]=3[F:26])[C:12]=2[N:13]=1)[CH3:2].CN(C(ON1N=NC2C=CC=CC1=2)=[N+](C)C)C.F[P-](F)(F)(F)(F)F.C(N(CC)CC)C.[F:71][C:72]1[CH:78]=[CH:77][C:75]([NH2:76])=[CH:74][CH:73]=1, predict the reaction product. The product is: [CH2:38]([N:3]([CH2:1][CH3:2])[CH2:4][CH2:5][CH2:6][NH:7][C:8]1[N:9]=[C:10]([C:27]2[CH:28]=[C:29]([CH:33]=[C:34]([F:37])[C:35]=2[CH3:36])[C:30]([NH:76][C:75]2[CH:77]=[CH:78][C:72]([F:71])=[CH:73][CH:74]=2)=[O:32])[C:11]2[CH:17]=[CH:16][C:15](=[O:18])[N:14]([C:19]3[C:24]([F:25])=[CH:23][CH:22]=[CH:21][C:20]=3[F:26])[C:12]=2[N:13]=1)[CH3:39]. (3) Given the reactants C([O:9][C@H:10]1[C@:14]([F:16])([CH3:15])[C@H:13]([N:17]2[CH:25]=[N:24][C:23]3[C:18]2=[N:19][C:20]([NH2:27])=[N:21][C:22]=3[Cl:26])[O:12][C@@H:11]1[CH2:28][O:29]C(=O)C1C=CC=CC=1)(=O)C1C=CC=CC=1.CN(C)C, predict the reaction product. The product is: [NH2:27][C:20]1[N:19]=[C:18]2[C:23]([N:24]=[CH:25][N:17]2[C@@H:13]2[O:12][C@H:11]([CH2:28][OH:29])[C@@H:10]([OH:9])[C@:14]2([F:16])[CH3:15])=[C:22]([Cl:26])[N:21]=1.